Dataset: Full USPTO retrosynthesis dataset with 1.9M reactions from patents (1976-2016). Task: Predict the reactants needed to synthesize the given product. (1) Given the product [Br:2][C:3]1[CH:4]=[CH:5][C:6]([CH:9]([C:19]2[CH:20]=[N:21][CH:22]=[CH:23][CH:24]=2)[O:10][CH:11]([CH2:15][CH:16]([CH3:18])[CH3:17])[C:12]([NH:29][CH2:28][C:27]#[N:26])=[O:14])=[CH:7][CH:8]=1, predict the reactants needed to synthesize it. The reactants are: [K+].[Br:2][C:3]1[CH:8]=[CH:7][C:6]([CH:9]([C:19]2[CH:20]=[N:21][CH:22]=[CH:23][CH:24]=2)[O:10][CH:11]([CH2:15][CH:16]([CH3:18])[CH3:17])[C:12]([O-:14])=O)=[CH:5][CH:4]=1.Cl.[NH2:26][CH2:27][C:28]#[N:29]. (2) Given the product [F:1][C:2]1[CH:3]=[C:4]2[C:9]3=[C:10]([O:19][CH2:20][C@H:21]([CH3:22])[N:8]3[CH:7]=[C:6]([C:23]([O:25][CH:26]([CH2:31][OH:30])[CH2:27][OH:28])=[O:24])[C:5]2=[O:38])[C:11]=1[N:12]1[CH2:13][CH2:14][N:15]([CH3:18])[CH2:16][CH2:17]1, predict the reactants needed to synthesize it. The reactants are: [F:1][C:2]1[CH:3]=[C:4]2[C:9]3=[C:10]([O:19][CH2:20][C@H:21]([CH3:22])[N:8]3[CH:7]=[C:6]([C:23]([O:25][CH:26]3[CH2:31][O:30]C(C4C=CC=CC=4)[O:28][CH2:27]3)=[O:24])[C:5]2=[O:38])[C:11]=1[N:12]1[CH2:17][CH2:16][N:15]([CH3:18])[CH2:14][CH2:13]1. (3) The reactants are: [ClH:1].[Cl:2][C:3]1[CH:15]=[CH:14][C:6]([O:7][CH:8]2[CH2:13][CH2:12][NH:11][CH2:10][CH2:9]2)=[CH:5][C:4]=1F.C(N(CC)CC)C.[CH3:24][N:25]1[C:29]([CH3:30])=[C:28]([S:31](Cl)(=[O:33])=[O:32])[C:27]([CH3:35])=[N:26]1. Given the product [Cl:1][C:4]1[CH:5]=[C:6]([CH:14]=[CH:15][C:3]=1[Cl:2])[O:7][CH:8]1[CH2:13][CH2:12][N:11]([S:31]([C:28]2[C:27]([CH3:35])=[N:26][N:25]([CH3:24])[C:29]=2[CH3:30])(=[O:32])=[O:33])[CH2:10][CH2:9]1, predict the reactants needed to synthesize it. (4) Given the product [C:33]([N:6]1[C:5]([C:20]2[N:24]([C:25]3[CH:26]=[CH:27][C:28]([C:29]#[N:30])=[CH:31][CH:32]=3)[N:23]=[CH:22][CH:21]=2)=[C:4]([CH3:3])[N:8]([C:9]2[CH:14]=[CH:13][CH:12]=[C:11]([C:15]([F:18])([F:17])[F:16])[CH:10]=2)[C:7]1=[O:19])(=[O:35])[CH3:34], predict the reactants needed to synthesize it. The reactants are: [H-].[Na+].[CH3:3][C:4]1[N:8]([C:9]2[CH:14]=[CH:13][CH:12]=[C:11]([C:15]([F:18])([F:17])[F:16])[CH:10]=2)[C:7](=[O:19])[NH:6][C:5]=1[C:20]1[N:24]([C:25]2[CH:32]=[CH:31][C:28]([C:29]#[N:30])=[CH:27][CH:26]=2)[N:23]=[CH:22][CH:21]=1.[C:33](Cl)(=[O:35])[CH3:34].O. (5) Given the product [C:16]([C:12]1[CH:11]=[C:10]([CH:15]=[CH:14][CH:13]=1)[C:9]([NH:55][CH2:54][CH2:53][O:52][CH2:51][CH2:50][O:49][CH2:48][CH2:47][O:46][CH2:45][CH2:44][O:43][CH2:42][CH2:41][O:40][CH2:39][CH2:38][O:37][CH2:36][CH2:35][O:34][CH2:33][CH2:32][O:31][CH2:30][CH2:29][O:28][CH2:27][CH2:26][O:25][CH2:24][CH2:23][N:20]=[N+:21]=[N-:22])=[O:19])(=[O:18])[CH3:17], predict the reactants needed to synthesize it. The reactants are: O=C1CCC(=O)N1O[C:9](=[O:19])[C:10]1[CH:15]=[CH:14][CH:13]=[C:12]([C:16](=[O:18])[CH3:17])[CH:11]=1.[N:20]([CH2:23][CH2:24][O:25][CH2:26][CH2:27][O:28][CH2:29][CH2:30][O:31][CH2:32][CH2:33][O:34][CH2:35][CH2:36][O:37][CH2:38][CH2:39][O:40][CH2:41][CH2:42][O:43][CH2:44][CH2:45][O:46][CH2:47][CH2:48][O:49][CH2:50][CH2:51][O:52][CH2:53][CH2:54][NH2:55])=[N+:21]=[N-:22].C(N(C(C)C)C(C)C)C. (6) Given the product [F:1][C:2]1[CH:7]=[CH:6][CH:5]=[C:4]([O:8][CH3:9])[C:3]=1[C:10]1[CH:15]=[CH:14][N:13]=[CH:12][C:11]=1[N:16]([CH2:17][CH2:18][O:19][CH3:20])[C:37](=[O:52])[C:38]1[CH:43]=[C:42]([C:44]([F:47])([F:45])[F:46])[CH:41]=[C:40]([S:48]([CH3:51])(=[O:50])=[O:49])[CH:39]=1, predict the reactants needed to synthesize it. The reactants are: [F:1][C:2]1[CH:7]=[CH:6][CH:5]=[C:4]([O:8][CH3:9])[C:3]=1[C:10]1[CH:15]=[CH:14][N:13]=[CH:12][C:11]=1[NH:16][CH2:17][CH2:18][O:19][CH3:20].FC1C=CC=C(OC)C=1C1C=CN=CC=1N(CC(F)(F)F)[C:37](=[O:52])[C:38]1[CH:43]=[C:42]([C:44]([F:47])([F:46])[F:45])[CH:41]=[C:40]([S:48]([CH3:51])(=[O:50])=[O:49])[CH:39]=1.C([O-])(=O)C.[NH4+].C(#N)C. (7) Given the product [Br:39][C:35]1[CH:34]=[C:33]([C:24]2[C:21]3[S:22][C:23]4[C:15]([C:12]5[CH:11]=[CH:10][C:9]6[C:8]7[C:3](=[CH:4][CH:5]=[CH:6][CH:7]=7)[C:2]([CH3:31])([CH3:1])[C:14]=6[CH:13]=5)=[CH:16][CH:17]=[CH:18][C:19]=4[C:20]=3[CH:27]=[CH:26][CH:25]=2)[CH:38]=[CH:37][CH:36]=1, predict the reactants needed to synthesize it. The reactants are: [CH3:1][C:2]1([CH3:31])[C:14]2[CH:13]=[C:12]([C:15]3[C:23]4[S:22][C:21]5[C:24](B(O)O)=[CH:25][CH:26]=[CH:27][C:20]=5[C:19]=4[CH:18]=[CH:17][CH:16]=3)[CH:11]=[CH:10][C:9]=2[C:8]2[C:3]1=[CH:4][CH:5]=[CH:6][CH:7]=2.I[C:33]1[CH:34]=[C:35]([Br:39])[CH:36]=[CH:37][CH:38]=1.CC1C=CC=CC=1P(C1C=CC=CC=1C)C1C=CC=CC=1C.C(=O)([O-])[O-].[K+].[K+]. (8) The reactants are: I.[CH3:2][CH:3]1[C:12]2[C:7](=[CH:8][C:9]([C:13]([F:16])([F:15])[F:14])=[CH:10][CH:11]=2)[N:6]=[C:5](SC)[NH:4]1.[O:19]([CH2:26][CH2:27][NH2:28])[C:20]1[CH:25]=[CH:24][CH:23]=[CH:22][CH:21]=1.[OH-].[Na+].C(Cl)Cl. Given the product [CH3:2][CH:3]1[C:12]2[C:7](=[CH:8][C:9]([C:13]([F:16])([F:15])[F:14])=[CH:10][CH:11]=2)[N:6]=[C:5]([NH:28][CH2:27][CH2:26][O:19][C:20]2[CH:25]=[CH:24][CH:23]=[CH:22][CH:21]=2)[NH:4]1, predict the reactants needed to synthesize it.